This data is from Forward reaction prediction with 1.9M reactions from USPTO patents (1976-2016). The task is: Predict the product of the given reaction. (1) Given the reactants [Cl:1][C:2]1[CH:7]=[CH:6][C:5]([NH:8][C:9](=[O:15])[O:10][C:11]([CH3:14])([CH3:13])[CH3:12])=[C:4]([C:16]2[CH:24]=[C:23]3[N:19]([CH:20]([C:25]4[NH:26][CH:27]=[C:28]([C:30]5[CH:35]=[CH:34][C:33]([CH2:36][OH:37])=[CH:32][CH:31]=5)[N:29]=4)[CH2:21][CH2:22]3)[C:18](=[O:38])[CH:17]=2)[CH:3]=1.CC(OI1(OC(C)=O)(OC(C)=O)OC(=O)C2C=CC=CC1=2)=O.C(=O)([O-])O.[Na+].S([O-])([O-])=O.[Na+].[Na+], predict the reaction product. The product is: [Cl:1][C:2]1[CH:7]=[CH:6][C:5]([NH:8][C:9](=[O:15])[O:10][C:11]([CH3:13])([CH3:14])[CH3:12])=[C:4]([C:16]2[CH:24]=[C:23]3[N:19]([CH:20]([C:25]4[NH:26][CH:27]=[C:28]([C:30]5[CH:35]=[CH:34][C:33]([CH:36]=[O:37])=[CH:32][CH:31]=5)[N:29]=4)[CH2:21][CH2:22]3)[C:18](=[O:38])[CH:17]=2)[CH:3]=1. (2) Given the reactants O.S([O-])(OCCCCCCCCCCCC)(=O)=O.[Na+].[CH2:20]=[C:21]1[CH2:26][CH:25]([CH3:27])[O:24][C:22]1=[O:23].[C:28]([OH:32])(=[O:31])[CH:29]=[CH2:30].S(OOS([O-])(=O)=O)([O-])(=O)=O.[Na+].[Na+].[OH-].[Na+], predict the reaction product. The product is: [CH2:20]=[C:21]1[CH2:26][CH:25]([CH3:27])[O:24][C:22]1=[O:23].[C:28]([OH:32])(=[O:31])[CH:29]=[CH2:30]. (3) Given the reactants Cl[CH2:2][CH2:3][C:4]([NH:6][C:7]1[CH:20]=[CH:19][C:18]2[C:17](=[O:21])[C:16]3[C:11](=[CH:12][C:13]([NH:22][C:23](=[O:27])[CH2:24][CH2:25]Cl)=[CH:14][CH:15]=3)[C:10](=[O:28])[C:9]=2[CH:8]=1)=[O:5].[NH:29]1[CH2:34][CH2:33][NH:32][CH2:31][CH2:30]1.[N:35]1[CH:40]=[CH:39]C=[CH:37][CH:36]=1.C[N:42](C)C=O, predict the reaction product. The product is: [N:29]1([CH2:2][CH2:3][C:4]([NH:6][C:7]2[CH:20]=[CH:19][C:18]3[C:17](=[O:21])[C:16]4[C:11](=[CH:12][C:13]([NH:22][C:23](=[O:27])[CH2:24][CH2:25][N:35]5[CH2:36][CH2:37][NH:42][CH2:39][CH2:40]5)=[CH:14][CH:15]=4)[C:10](=[O:28])[C:9]=3[CH:8]=2)=[O:5])[CH2:34][CH2:33][NH:32][CH2:31][CH2:30]1. (4) The product is: [CH3:1][NH:2][C:3]([N:5]1[C:11]([CH3:12])=[CH:10][C:9]2[CH:13]=[CH:14][C:15]([Cl:17])=[CH:16][C:8]=2[C:7]([C:18]2[CH:23]=[CH:22][C:21]([NH2:24])=[C:20]([CH3:27])[CH:19]=2)=[N:6]1)=[O:4]. Given the reactants [CH3:1][NH:2][C:3]([N:5]1[C:11]([CH3:12])=[CH:10][C:9]2[CH:13]=[CH:14][C:15]([Cl:17])=[CH:16][C:8]=2[C:7]([C:18]2[CH:23]=[CH:22][C:21]([N+:24]([O-])=O)=[C:20]([CH3:27])[CH:19]=2)=[N:6]1)=[O:4].O.NN, predict the reaction product. (5) Given the reactants [Cl:1][C:2]1[CH:7]=[CH:6][CH:5]=[C:4]([Cl:8])[C:3]=1[NH:9][C:10](=[O:27])[NH:11][C:12]1[CH:17]=[CH:16][C:15]([CH2:18][C:19]([O:21]C(C)(C)C)=[O:20])=[CH:14][C:13]=1[CH3:26].C(O)(C(F)(F)F)=O, predict the reaction product. The product is: [Cl:1][C:2]1[CH:7]=[CH:6][CH:5]=[C:4]([Cl:8])[C:3]=1[NH:9][C:10](=[O:27])[NH:11][C:12]1[CH:17]=[CH:16][C:15]([CH2:18][C:19]([OH:21])=[O:20])=[CH:14][C:13]=1[CH3:26].